Dataset: Full USPTO retrosynthesis dataset with 1.9M reactions from patents (1976-2016). Task: Predict the reactants needed to synthesize the given product. Given the product [C:1]([O-:7])(=[O:6])[CH2:2][C:3]([O-:5])=[O:4].[Sr+2:10].[Sr:10], predict the reactants needed to synthesize it. The reactants are: [C:1]([O-:7])(=[O:6])[CH2:2][C:3]([O-:5])=[O:4].[Ca+2].O.[Sr:10].